This data is from Forward reaction prediction with 1.9M reactions from USPTO patents (1976-2016). The task is: Predict the product of the given reaction. (1) Given the reactants [CH2:1]([C:3]1[N:8]=[CH:7][N:6]=[C:5]([C:9]#[N:10])[CH:4]=1)[CH3:2], predict the reaction product. The product is: [CH2:1]([C:3]1[N:8]=[CH:7][N:6]=[C:5]([CH2:9][NH2:10])[CH:4]=1)[CH3:2]. (2) Given the reactants [NH2:1][C:2]1[CH:3]=[N:4][C:5]2[C:10]([C:11]=1[NH:12][C:13]1[CH:18]=[CH:17][C:16]([N:19]3[CH2:24][CH2:23][CH:22]([C:25]([O:27][CH3:28])=[O:26])[CH2:21][CH2:20]3)=[C:15]([C:29]([F:32])([F:31])[F:30])[CH:14]=1)=[CH:9][C:8]([Br:33])=[CH:7][CH:6]=2.[H-].[Na+].Br[CH2:37][C:38](OCCCC)=[O:39], predict the reaction product. The product is: [Br:33][C:8]1[CH:7]=[CH:6][C:5]2[N:4]=[CH:3][C:2]3[NH:1][C:38](=[O:39])[CH2:37][N:12]([C:13]4[CH:18]=[CH:17][C:16]([N:19]5[CH2:20][CH2:21][CH:22]([C:25]([O:27][CH3:28])=[O:26])[CH2:23][CH2:24]5)=[C:15]([C:29]([F:31])([F:30])[F:32])[CH:14]=4)[C:11]=3[C:10]=2[CH:9]=1. (3) The product is: [F:1][C:2]([F:39])([F:38])[C:3]1[CH:8]=[C:7]([C:9]([F:12])([F:11])[F:10])[CH:6]=[CH:5][C:4]=1[C:13]1[N:18]=[C:17]([OH:41])[C:16]([CH2:20][N:21]2[CH:26]=[C:25]3[N:27]=[C:28]([C:30]4[CH:35]=[CH:34][CH:33]=[C:32]([F:36])[C:31]=4[F:37])[N:29]=[C:24]3[CH:23]=[N:22]2)=[CH:15][CH:14]=1. Given the reactants [F:1][C:2]([F:39])([F:38])[C:3]1[CH:8]=[C:7]([C:9]([F:12])([F:11])[F:10])[CH:6]=[CH:5][C:4]=1[C:13]1[N:18]=[C:17](N)[C:16]([CH2:20][N:21]2[CH:26]=[C:25]3[N:27]=[C:28]([C:30]4[CH:35]=[CH:34][CH:33]=[C:32]([F:36])[C:31]=4[F:37])[N:29]=[C:24]3[CH:23]=[N:22]2)=[CH:15][CH:14]=1.N([O-])=[O:41].[Na+].N1C=CC=CC1=O.C([O-])(=O)C.[Li+].[OH-], predict the reaction product. (4) The product is: [CH3:10][O:9][C:8]1[C:4]2[CH:3]=[C:2]([O:1][CH2:20][CH2:19][O:18][C:15](=[O:17])[CH3:16])[CH:12]=[CH:11][C:5]=2[O:6][CH:7]=1. Given the reactants [OH:1][C:2]1[CH:12]=[CH:11][C:5]2[O:6][CH:7]=[C:8]([O:9][CH3:10])[C:4]=2[CH:3]=1.[H-].[Na+].[C:15]([O:18][CH2:19][CH2:20]Br)(=[O:17])[CH3:16], predict the reaction product. (5) Given the reactants [C:1]([C:5]1[CH:6]=[C:7]([C:12]2[CH:17]=[CH:16][C:15]([F:18])=[CH:14][C:13]=2[F:19])[CH:8]=[CH:9][C:10]=1[OH:11])([CH3:4])([CH3:3])[CH3:2].[Cl:20][C:21]1[CH:26]=[C:25]([S:27]([C:30]([F:33])([F:32])[F:31])(=[O:29])=[O:28])[CH:24]=[CH:23][C:22]=1[N:34]=[C:35]=[O:36], predict the reaction product. The product is: [Cl:20][C:21]1[CH:26]=[C:25]([S:27]([C:30]([F:33])([F:32])[F:31])(=[O:29])=[O:28])[CH:24]=[CH:23][C:22]=1[NH:34][C:35]([C:9]1[CH:8]=[C:7]([C:12]2[CH:17]=[CH:16][C:15]([F:18])=[CH:14][C:13]=2[F:19])[CH:6]=[C:5]([C:1]([CH3:4])([CH3:2])[CH3:3])[C:10]=1[OH:11])=[O:36]. (6) The product is: [OH:1][C:2]([C:34]1[CH:35]=[CH:36][CH:37]=[CH:38][CH:39]=1)([C:28]1[CH:33]=[CH:32][CH:31]=[CH:30][CH:29]=1)[CH:3]1[CH2:4][CH2:5][N:6]([CH2:9][CH2:10][CH2:11][CH:12]([C:13]2[CH:18]=[CH:17][C:16]([C:19]([CH3:25])([CH3:26])[C:20]([OH:22])=[O:21])=[CH:15][CH:14]=2)[OH:40])[CH2:7][CH2:8]1. Given the reactants [OH:1][C:2]([C:34]1[CH:39]=[CH:38][CH:37]=[CH:36][CH:35]=1)([C:28]1[CH:33]=[CH:32][CH:31]=[CH:30][CH:29]=1)[CH:3]1[CH2:8][CH2:7][N:6]([CH:9](O)[CH2:10][CH2:11][CH2:12][C:13]2[CH:18]=[CH:17][C:16]([C:19]([CH3:26])([CH3:25])[C:20]([O:22]CC)=[O:21])=[CH:15][CH:14]=2)[CH2:5][CH2:4]1.[OH-:40].[Na+], predict the reaction product. (7) Given the reactants C([NH:5][S:6]([C:9]1[S:10][C:11]([C:14]2[CH:19]=[C:18]([C:20]3[N:25]=[C:24]([CH3:26])[CH:23]=[C:22]([C:27]4[CH:28]=[N:29][C:30]([C:33]([F:36])([F:35])[F:34])=[CH:31][CH:32]=4)[N:21]=3)[CH:17]=[CH:16][N:15]=2)=[CH:12][CH:13]=1)(=[O:8])=[O:7])(C)(C)C.C(O)(C(F)(F)F)=O, predict the reaction product. The product is: [CH3:26][C:24]1[CH:23]=[C:22]([C:27]2[CH:28]=[N:29][C:30]([C:33]([F:35])([F:36])[F:34])=[CH:31][CH:32]=2)[N:21]=[C:20]([C:18]2[CH:17]=[CH:16][N:15]=[C:14]([C:11]3[S:10][C:9]([S:6]([NH2:5])(=[O:8])=[O:7])=[CH:13][CH:12]=3)[CH:19]=2)[N:25]=1. (8) Given the reactants Br[C:2]1[CH:7]=[CH:6][CH:5]=[C:4]([CH2:8][OH:9])[N:3]=1.[C:10]([O:14][CH2:15][CH3:16])(=[O:13])[CH:11]=[CH2:12].C(=O)(O)[O-].[Na+], predict the reaction product. The product is: [OH:9][CH2:8][C:4]1[N:3]=[C:2](/[CH:12]=[CH:11]/[C:10]([O:14][CH2:15][CH3:16])=[O:13])[CH:7]=[CH:6][CH:5]=1. (9) The product is: [CH:7]1([N:6]2[C:2]3[N:1]=[C:16]4[CH2:17][N:35]([C:31]5[CH:32]=[CH:33][CH:34]=[C:29]([O:28][CH3:27])[CH:30]=5)[CH2:36][CH2:37][N:14]4[C:12](=[O:13])[C:3]=3[CH:4]=[N:5]2)[CH2:11][CH2:10][CH2:9][CH2:8]1. Given the reactants [NH2:1][C:2]1[N:6]([CH:7]2[CH2:11][CH2:10][CH2:9][CH2:8]2)[N:5]=[CH:4][C:3]=1[C:12]([NH2:14])=[O:13].N[C:16]1N(C(C)C)N=C[C:17]=1C(N)=O.[CH3:27][O:28][C:29]1[CH:30]=[C:31]([NH:35][CH2:36][CH2:37]O)[CH:32]=[CH:33][CH:34]=1.ClC1C=CC(NCCO)=CC=1, predict the reaction product. (10) Given the reactants [Cl:1][C:2]1[C:7]([NH:8][C:9](=[O:20])[C:10]2[CH:15]=[C:14]([CH3:16])[CH:13]=[CH:12][C:11]=2[N+:17]([O-])=O)=[CH:6][CH:5]=[CH:4][N:3]=1.[Cl-].[NH4+], predict the reaction product. The product is: [NH2:17][C:11]1[CH:12]=[CH:13][C:14]([CH3:16])=[CH:15][C:10]=1[C:9]([NH:8][C:7]1[C:2]([Cl:1])=[N:3][CH:4]=[CH:5][CH:6]=1)=[O:20].